Dataset: Reaction yield outcomes from USPTO patents with 853,638 reactions. Task: Predict the reaction yield, written as a fraction of the theoretical maximum amount of product (1.0 means a 100% yield; for example, 0.34 means a 34% yield). (1) The reactants are [CH3:1][C:2]1[CH:3]=[C:4]2[C:8](=[CH:9][CH:10]=1)[NH:7][C:6](=[O:11])[C:5]2=O.O.NN.Cl. The catalyst is C(OCC)(=O)C.CCCCCC. The product is [CH3:1][C:2]1[CH:3]=[C:4]2[C:8](=[CH:9][CH:10]=1)[NH:7][C:6](=[O:11])[CH2:5]2. The yield is 0.470. (2) The catalyst is C(OCC)(=O)C. The product is [Cl:21][C:6]1[CH:5]=[N+:4]([O-:31])[CH:3]=[C:2]([Cl:1])[C:7]=1[CH2:8][C@@H:9]([C:11]1[CH:16]=[CH:15][C:14]([O:17][CH3:18])=[C:13]([O:19][CH3:20])[CH:12]=1)[OH:10]. The yield is 0.410. The reactants are [Cl:1][C:2]1[CH:3]=[N:4][CH:5]=[C:6]([Cl:21])[C:7]=1[CH2:8][C@@H:9]([C:11]1[CH:16]=[CH:15][C:14]([O:17][CH3:18])=[C:13]([O:19][CH3:20])[CH:12]=1)[OH:10].CCCCCC.C([OH:31])(C)C.CO.C(Cl)(Cl)Cl. (3) The reactants are Br[C:2]1[CH:3]=[C:4]([CH:8]([N:10]2[C:18]3[C:13](=[CH:14][CH:15]=[CH:16][CH:17]=3)[C:12]([C:19]([NH:21][CH2:22][CH:23]3[C:28]([CH3:29])=[CH:27][C:26]([CH3:30])=[N:25][C:24]3=[O:31])=[O:20])=[C:11]2[CH3:32])[CH3:9])[CH:5]=[CH:6][CH:7]=1.[CH3:33][C:34]1([CH3:50])[C:38]([CH3:40])([CH3:39])[O:37][B:36]([B:36]2[O:37][C:38]([CH3:40])([CH3:39])[C:34]([CH3:50])([CH3:33])[O:35]2)[O:35]1.C([O-])(=O)C.[K+]. The catalyst is [Pd](Cl)Cl.C1(P(C2C=CC=CC=2)[C-]2C=CC=C2)C=CC=CC=1.[C-]1(P(C2C=CC=CC=2)C2C=CC=CC=2)C=CC=C1.[Fe+2].O1CCOCC1. The product is [CH3:29][C:28]1[CH:27]=[C:26]([CH3:30])[NH:25][C:24](=[O:31])[C:23]=1[CH2:22][NH:21][C:19]([C:12]1[C:13]2[C:18](=[CH:17][CH:16]=[CH:15][CH:14]=2)[N:10]([CH:8]([C:4]2[CH:5]=[CH:6][CH:7]=[C:2]([B:36]3[O:37][C:38]([CH3:40])([CH3:39])[C:34]([CH3:50])([CH3:33])[O:35]3)[CH:3]=2)[CH3:9])[C:11]=1[CH3:32])=[O:20]. The yield is 0.360. (4) The reactants are [Br:1][C:2]1[CH:3]=[C:4]2[C:10]([C:11]([OH:13])=O)=[N:9][NH:8][C:5]2=[N:6][CH:7]=1.C1N=CN(C(N2C=NC=C2)=O)C=1.Cl.[CH3:27][NH:28][O:29][CH3:30]. The catalyst is CN(C=O)C. The product is [Br:1][C:2]1[CH:3]=[C:4]2[C:10]([C:11]([N:28]([O:29][CH3:30])[CH3:27])=[O:13])=[N:9][NH:8][C:5]2=[N:6][CH:7]=1. The yield is 0.920.